This data is from Catalyst prediction with 721,799 reactions and 888 catalyst types from USPTO. The task is: Predict which catalyst facilitates the given reaction. (1) The catalyst class is: 4. Reactant: C[O:2][C:3]1[CH:4]=[C:5]([C:9]([C:23]2[CH:27]=[CH:26][S:25][CH:24]=2)=[C:10]2[CH2:16][CH:15]3[N:17](CC=C(C)C)[CH:12]([CH2:13][CH2:14]3)[CH2:11]2)[CH:6]=[CH:7][CH:8]=1.B(Br)(Br)Br.C([O-])(O)=O.[Na+].C(O)C. Product: [CH:12]12[NH:17][CH:15]([CH2:14][CH2:13]1)[CH2:16][C:10](=[C:9]([C:23]1[CH:27]=[CH:26][S:25][CH:24]=1)[C:5]1[CH:4]=[C:3]([OH:2])[CH:8]=[CH:7][CH:6]=1)[CH2:11]2. (2) Reactant: [CH:1]([C:4]1[CH:10]=[CH:9][C:7]([NH2:8])=[CH:6][CH:5]=1)([CH3:3])[CH3:2].C(=O)([O-])[O-].[K+].[K+].Br[CH2:18][CH:19]([O:23][CH2:24][CH3:25])[O:20][CH2:21][CH3:22]. Product: [CH:1]([C:4]1[CH:10]=[CH:9][C:7]([NH:8][CH2:18][CH:19]([O:23][CH2:24][CH3:25])[O:20][CH2:21][CH3:22])=[CH:6][CH:5]=1)([CH3:3])[CH3:2]. The catalyst class is: 3. (3) The catalyst class is: 1. Reactant: [CH3:1][N:2]1[CH:6]=[CH:5][N:4]=[CH:3]1.C([Li])CCC.Cl[Si](CC)(CC)CC.C([Li])(CC)C.[F:25][C:26]1[CH:33]=[C:32]([CH:34]=[O:35])[CH:31]=[CH:30][C:27]=1[C:28]#[N:29]. Product: [F:25][C:26]1[CH:33]=[C:32]([CH:34]([OH:35])[C:6]2[N:2]([CH3:1])[CH:3]=[N:4][CH:5]=2)[CH:31]=[CH:30][C:27]=1[C:28]#[N:29]. (4) Reactant: C1C2C(COC([NH:18][C@@H:19]([C:28]([NH:30][CH3:31])=[O:29])[CH2:20][C:21]([O:23][C:24]([CH3:27])([CH3:26])[CH3:25])=[O:22])=O)C3C(=CC=CC=3)C=2C=CC=1.N1CCCCC1.C1C2C(CN3CCCCC3)C3C(=CC=CC=3)C=2C=CC=1. Product: [NH2:18][C@@H:19]([C:28]([NH:30][CH3:31])=[O:29])[CH2:20][C:21]([O:23][C:24]([CH3:26])([CH3:27])[CH3:25])=[O:22]. The catalyst class is: 2. (5) Reactant: [OH:1][CH:2]1[CH2:7][CH:6]2[CH2:8][CH:3]1[CH2:4][N:5]2[C:9]([O:11][CH2:12][C:13]1[CH:18]=[CH:17][CH:16]=[CH:15][CH:14]=1)=[O:10].CC(OI1(OC(C)=O)(OC(C)=O)OC(=O)C2C=CC=CC1=2)=O.C([O-])([O-])=O.[Na+].[Na+].[O-]S([O-])(=S)=O.[Na+].[Na+]. Product: [O:1]=[C:2]1[CH2:7][CH:6]2[CH2:8][CH:3]1[CH2:4][N:5]2[C:9]([O:11][CH2:12][C:13]1[CH:18]=[CH:17][CH:16]=[CH:15][CH:14]=1)=[O:10]. The catalyst class is: 4. (6) Reactant: [OH:1][C:2]1[CH:11]=[CH:10][C:5]([C:6]([O:8][CH3:9])=[O:7])=[CH:4][CH:3]=1.Cl[CH2:13][C:14]#[N:15].C([O-])([O-])=O.[K+].[K+].O. Product: [C:14]([CH2:13][O:1][C:2]1[CH:3]=[CH:4][C:5]([C:6]([O:8][CH3:9])=[O:7])=[CH:10][CH:11]=1)#[N:15]. The catalyst class is: 3.